The task is: Predict the product of the given reaction.. This data is from Forward reaction prediction with 1.9M reactions from USPTO patents (1976-2016). Given the reactants [Br:1][C:2]1[CH:7]=[CH:6][C:5]([F:8])=[CH:4][C:3]=1[NH:9][N:10]=[CH:11]C(O)=O.C([N:17]([CH2:20]C)CC)C.C1(P(N=[N+]=[N-])(C2C=CC=CC=2)=[O:29])C=CC=CC=1.[OH-].[K+], predict the reaction product. The product is: [Br:1][C:2]1[CH:7]=[CH:6][C:5]([F:8])=[CH:4][C:3]=1[N:9]1[C:20](=[O:29])[NH:17][CH:11]=[N:10]1.